This data is from Full USPTO retrosynthesis dataset with 1.9M reactions from patents (1976-2016). The task is: Predict the reactants needed to synthesize the given product. (1) Given the product [Cl:28][C:2]1[CH:3]=[C:4]([O:24][CH:25]([F:27])[F:26])[CH:5]=[C:6]2[C:10]=1[C:9](=[O:11])[N:8]([CH2:12][C:13]1[CH:18]=[CH:17][C:16]([O:19][C:20]([F:23])([F:22])[F:21])=[CH:15][CH:14]=1)[CH2:7]2, predict the reactants needed to synthesize it. The reactants are: I[C:2]1[CH:3]=[C:4]([O:24][CH:25]([F:27])[F:26])[CH:5]=[C:6]2[C:10]=1[C:9](=[O:11])[N:8]([CH2:12][C:13]1[CH:18]=[CH:17][C:16]([O:19][C:20]([F:23])([F:22])[F:21])=[CH:15][CH:14]=1)[CH2:7]2.[Cl:28]CCl. (2) Given the product [OH:1][CH:2]([CH2:35][OH:36])[CH2:3][NH:4][C:5]1[C:33]([CH3:34])=[CH:32][C:8]2[N:9]=[C:10]3[C:15]([N:16]([CH2:17][CH2:18][CH2:19][CH2:20][CH2:21][CH2:22][C:23]([OH:25])=[O:24])[C:7]=2[CH:6]=1)=[N:14][C:13](=[O:30])[NH:12][C:11]3=[O:31], predict the reactants needed to synthesize it. The reactants are: [OH:1][CH:2]([CH2:35][OH:36])[CH2:3][NH:4][C:5]1[C:33]([CH3:34])=[CH:32][C:8]2[N:9]=[C:10]3[C:15]([N:16]([CH2:17][CH2:18][CH2:19][CH2:20][CH2:21][CH2:22][C:23]([O:25]C(C)(C)C)=[O:24])[C:7]=2[CH:6]=1)=[N:14][C:13](=[O:30])[NH:12][C:11]3=[O:31]. (3) Given the product [F:22][C:11]([F:10])([C:15]1[CH:20]=[CH:19][C:18]([F:21])=[CH:17][N:16]=1)[C:12]1[N:9]=[C:7]([OH:8])[C:3]2[S:4][CH:5]=[CH:6][C:2]=2[N:1]=1, predict the reactants needed to synthesize it. The reactants are: [NH2:1][C:2]1[CH:6]=[CH:5][S:4][C:3]=1[C:7]([NH2:9])=[O:8].[F:10][C:11]([F:22])([C:15]1[CH:20]=[CH:19][C:18]([F:21])=[CH:17][N:16]=1)[C:12]([O-])=O.[Na+].C[Si](OP(=O)=O)(C)C.CCOC(C)=O. (4) Given the product [Cl:19][C:14]1[CH:13]=[C:12]([S:9]([NH:8][C:4]2[CH:5]=[N:6][CH:7]=[C:2]([C:22]#[N:23])[C:3]=2[OH:20])(=[O:11])=[O:10])[CH:17]=[C:16]([Cl:18])[CH:15]=1, predict the reactants needed to synthesize it. The reactants are: Br[C:2]1[C:3]([OH:20])=[C:4]([NH:8][S:9]([C:12]2[CH:17]=[C:16]([Cl:18])[CH:15]=[C:14]([Cl:19])[CH:13]=2)(=[O:11])=[O:10])[CH:5]=[N:6][CH:7]=1.[Cu][C:22]#[N:23].